Dataset: Peptide-MHC class I binding affinity with 185,985 pairs from IEDB/IMGT. Task: Regression. Given a peptide amino acid sequence and an MHC pseudo amino acid sequence, predict their binding affinity value. This is MHC class I binding data. (1) The peptide sequence is RQFPTAYEF. The MHC is Mamu-B3901 with pseudo-sequence Mamu-B3901. The binding affinity (normalized) is 0.670. (2) The peptide sequence is ALPPPPPPP. The MHC is HLA-A03:01 with pseudo-sequence HLA-A03:01. The binding affinity (normalized) is 0.0847. (3) The MHC is HLA-B35:01 with pseudo-sequence HLA-B35:01. The binding affinity (normalized) is 0.676. The peptide sequence is MAILGDTAW. (4) The MHC is HLA-B35:01 with pseudo-sequence HLA-B35:01. The peptide sequence is VPLPCQLMYA. The binding affinity (normalized) is 0.284. (5) The peptide sequence is GSSIASWAI. The MHC is Patr-B0101 with pseudo-sequence Patr-B0101. The binding affinity (normalized) is 0.567. (6) The peptide sequence is SLPSPSRL. The MHC is HLA-A68:02 with pseudo-sequence HLA-A68:02. The binding affinity (normalized) is 0.